This data is from Reaction yield outcomes from USPTO patents with 853,638 reactions. The task is: Predict the reaction yield, written as a fraction of the theoretical maximum amount of product (1.0 means a 100% yield; for example, 0.34 means a 34% yield). The reactants are [CH:1]1([N:7]2[C:12]([OH:13])=[C:11]([C:14]([NH:16][CH2:17][C:18]([O:20]CC)=[O:19])=[O:15])[C:10](=[O:23])[NH:9][C:8]2=[O:24])[CH2:6][CH2:5][CH2:4][CH2:3][CH2:2]1.C(=O)([O-])[O-].[K+].[K+].[F:31][C:32]1[C:39]([F:40])=[CH:38][CH:37]=[CH:36][C:33]=1[CH2:34]Br.Cl. The catalyst is CC(N(C)C)=O. The product is [CH:1]1([N:7]2[C:12]([OH:13])=[C:11]([C:14]([NH:16][CH2:17][C:18]([OH:20])=[O:19])=[O:15])[C:10](=[O:23])[N:9]([CH2:34][C:33]3[CH:36]=[CH:37][CH:38]=[C:39]([F:40])[C:32]=3[F:31])[C:8]2=[O:24])[CH2:2][CH2:3][CH2:4][CH2:5][CH2:6]1. The yield is 0.320.